Dataset: Peptide-MHC class I binding affinity with 185,985 pairs from IEDB/IMGT. Task: Regression. Given a peptide amino acid sequence and an MHC pseudo amino acid sequence, predict their binding affinity value. This is MHC class I binding data. (1) The peptide sequence is RYSIFFDY. The MHC is HLA-A30:01 with pseudo-sequence HLA-A30:01. The binding affinity (normalized) is 0.213. (2) The peptide sequence is LSTTRFQSM. The MHC is HLA-A32:01 with pseudo-sequence HLA-A32:01. The binding affinity (normalized) is 0.151. (3) The peptide sequence is SHDVLTVQF. The MHC is HLA-B07:02 with pseudo-sequence HLA-B07:02. The binding affinity (normalized) is 0.0847. (4) The binding affinity (normalized) is 0.413. The peptide sequence is MERYQLAVTI. The MHC is HLA-B44:03 with pseudo-sequence HLA-B44:03.